This data is from Catalyst prediction with 721,799 reactions and 888 catalyst types from USPTO. The task is: Predict which catalyst facilitates the given reaction. (1) Reactant: [NH2:1][C:2]1[C:31]([Cl:32])=[CH:30][C:5]([C:6]([NH:8][C@H:9]2[CH2:14][CH2:13][N:12]([CH2:15][CH:16]3[CH2:21][CH2:20][N:19]([C:22](=[O:27])[C:23]([CH3:26])([CH3:25])[CH3:24])[CH2:18][CH2:17]3)[CH2:11][C@H:10]2[O:28][CH3:29])=[O:7])=[C:4]([O:33][CH3:34])[CH:3]=1.[C:35]([OH:42])(=[O:41])/[CH:36]=[CH:37]\[C:38]([OH:40])=[O:39]. Product: [C:35]([OH:42])(=[O:41])/[CH:36]=[CH:37]\[C:38]([OH:40])=[O:39].[NH2:1][C:2]1[C:31]([Cl:32])=[CH:30][C:5]([C:6]([NH:8][C@H:9]2[CH2:14][CH2:13][N:12]([CH2:15][CH:16]3[CH2:17][CH2:18][N:19]([C:22](=[O:27])[C:23]([CH3:26])([CH3:25])[CH3:24])[CH2:20][CH2:21]3)[CH2:11][C@H:10]2[O:28][CH3:29])=[O:7])=[C:4]([O:33][CH3:34])[CH:3]=1. The catalyst class is: 21. (2) Reactant: C[O:2][C:3]([C:5]1([NH:14][C:15](=[O:33])[C:16]2[CH:21]=[CH:20][C:19]([O:22][CH3:23])=[C:18]([NH:24][CH2:25][C:26]3[CH:31]=[CH:30][C:29]([F:32])=[CH:28][CH:27]=3)[CH:17]=2)[CH2:13][C:12]2[C:7](=[CH:8][CH:9]=[CH:10][CH:11]=2)[CH2:6]1)=[O:4].O.[OH-].[Li+]. Product: [F:32][C:29]1[CH:30]=[CH:31][C:26]([CH2:25][NH:24][C:18]2[CH:17]=[C:16]([CH:21]=[CH:20][C:19]=2[O:22][CH3:23])[C:15]([NH:14][C:5]2([C:3]([OH:4])=[O:2])[CH2:6][C:7]3[C:12](=[CH:11][CH:10]=[CH:9][CH:8]=3)[CH2:13]2)=[O:33])=[CH:27][CH:28]=1. The catalyst class is: 24. (3) Reactant: [NH:1]1[CH:5]=[CH:4][N:3]=[C:2]1[C:6]1(O)[C:15]2[C:10](=[CH:11][CH:12]=[CH:13][CH:14]=2)[N:9]([S:16]([C:19]2[CH:24]=[CH:23][C:22]([CH3:25])=[CH:21][CH:20]=2)(=[O:18])=[O:17])[CH2:8][CH2:7]1.S(=O)(=O)(O)O. The catalyst class is: 8. Product: [NH:1]1[CH:5]=[CH:4][N:3]=[C:2]1[C:6]1[C:15]2[C:10](=[CH:11][CH:12]=[CH:13][CH:14]=2)[N:9]([S:16]([C:19]2[CH:20]=[CH:21][C:22]([CH3:25])=[CH:23][CH:24]=2)(=[O:18])=[O:17])[CH2:8][CH:7]=1. (4) Reactant: [CH3:1][N:2]1[C:10]2[C:5](=[CH:6][CH:7]=[C:8]([C:11](=[NH:13])[NH2:12])[CH:9]=2)[C:4]([CH3:15])([CH3:14])[C:3]1=[O:16].C(=O)(O)[O-].[Na+].Cl[CH2:23][C:24](=O)[CH3:25]. Product: [CH3:1][N:2]1[C:10]2[C:5](=[CH:6][CH:7]=[C:8]([C:11]3[NH:12][C:24]([CH3:25])=[CH:23][N:13]=3)[CH:9]=2)[C:4]([CH3:14])([CH3:15])[C:3]1=[O:16]. The catalyst class is: 1. (5) Reactant: [Cl-].[OH:2][CH2:3][CH2:4][N+:5]1([CH3:10])[CH2:9][CH2:8][CH2:7][CH2:6]1.[Li+].[C:12]([S:16]([N-:19][S:20]([C:23]([F:26])([F:25])[F:24])(=[O:22])=[O:21])(=[O:18])=[O:17])([F:15])([F:14])[F:13]. The catalyst class is: 6. Product: [F:26][C:23]([F:24])([F:25])[S:20]([N-:19][S:16]([C:12]([F:13])([F:14])[F:15])(=[O:17])=[O:18])(=[O:21])=[O:22].[OH:2][CH2:3][CH2:4][N+:5]([CH3:10])([CH3:9])[CH2:6][CH2:7][CH3:8]. (6) Reactant: I[C:2]1[C:10]2[C:5](=[CH:6][CH:7]=[C:8]([N:11]([S:19]([C:22]3[CH:27]=[CH:26][CH:25]=[CH:24][C:23]=3[S:28]([CH3:31])(=[O:30])=[O:29])(=[O:21])=[O:20])C(OC(C)(C)C)=O)[CH:9]=2)[N:4](C(OC(C)(C)C)=O)[N:3]=1.C(OC([N:46]1[C:54]2[C:49](=[CH:50][C:51]([O:55][CH3:56])=[CH:52][CH:53]=2)[CH:48]=[C:47]1B(O)O)=O)(C)(C)C.C(=O)([O-])O.[Na+]. The catalyst class is: 9. Product: [CH3:31][S:28]([C:23]1[CH:24]=[CH:25][CH:26]=[CH:27][C:22]=1[S:19]([NH:11][C:8]1[CH:9]=[C:10]2[C:5](=[CH:6][CH:7]=1)[NH:4][N:3]=[C:2]2[C:47]1[NH:46][C:54]2[C:49]([CH:48]=1)=[CH:50][C:51]([O:55][CH3:56])=[CH:52][CH:53]=2)(=[O:21])=[O:20])(=[O:29])=[O:30]. (7) Reactant: [CH:1]1([C:4]2[NH:8][N:7]=[C:6]([NH:9][C:10]3[C:11]([F:30])=[C:12]([NH:19][C@H:20]([C:23]4[CH:28]=[CH:27][C:26]([F:29])=[CH:25][CH:24]=4)[CH2:21]O)[CH:13]=[CH:14][C:15]=3[N+:16]([O-:18])=[O:17])[CH:5]=2)[CH2:3][CH2:2]1.[F:31]C1C=CC([C@@H](N)C)=CC=1.CCN(C(C)C)C(C)C. Product: [CH:1]1([C:4]2[NH:8][N:7]=[C:6]([NH:9][C:10]3[C:15]([N+:16]([O-:18])=[O:17])=[CH:14][C:13]([F:31])=[C:12]([NH:19][C@H:20]([C:23]4[CH:28]=[CH:27][C:26]([F:29])=[CH:25][CH:24]=4)[CH3:21])[C:11]=3[F:30])[CH:5]=2)[CH2:3][CH2:2]1. The catalyst class is: 114. (8) Reactant: [CH2:1]([O:3][CH:4]([C:9]1[CH:10]=[N:11][C:12]([O:15][CH2:16][C:17]2[CH:22]=[CH:21][C:20]([C:23]([F:26])([F:25])[F:24])=[CH:19][CH:18]=2)=[CH:13][CH:14]=1)[CH2:5][C:6]([OH:8])=[O:7])[CH3:2].C(O)(C)C.CCCCCC.C(O)(C)C.FC(F)(F)C(O)=O. Product: [CH2:1]([O:3][C@H:4]([C:9]1[CH:10]=[N:11][C:12]([O:15][CH2:16][C:17]2[CH:18]=[CH:19][C:20]([C:23]([F:26])([F:24])[F:25])=[CH:21][CH:22]=2)=[CH:13][CH:14]=1)[CH2:5][C:6]([OH:8])=[O:7])[CH3:2]. The catalyst class is: 81.